From a dataset of Full USPTO retrosynthesis dataset with 1.9M reactions from patents (1976-2016). Predict the reactants needed to synthesize the given product. Given the product [N:22]1[CH:27]=[CH:26][C:25]([O:1][CH2:2][CH2:3][N:4]([CH2:17][C:18]([F:19])([F:20])[F:21])[C:5]2[CH:12]=[CH:11][C:8]([C:9]#[N:10])=[C:7]([C:13]([F:15])([F:16])[F:14])[CH:6]=2)=[N:24][CH:23]=1, predict the reactants needed to synthesize it. The reactants are: [OH:1][CH2:2][CH2:3][N:4]([CH2:17][C:18]([F:21])([F:20])[F:19])[C:5]1[CH:12]=[CH:11][C:8]([C:9]#[N:10])=[C:7]([C:13]([F:16])([F:15])[F:14])[CH:6]=1.[NH:22]1[CH:27]=[CH:26][C:25](=O)[N:24]=[CH:23]1.